From a dataset of Full USPTO retrosynthesis dataset with 1.9M reactions from patents (1976-2016). Predict the reactants needed to synthesize the given product. Given the product [F:1][C:2]1[CH:7]=[C:6]([CH:5]=[C:4]([S:11]([CH3:14])(=[O:13])=[O:12])[CH:3]=1)[NH2:8], predict the reactants needed to synthesize it. The reactants are: [F:1][C:2]1[CH:7]=[C:6]([N+:8]([O-])=O)[CH:5]=[C:4]([S:11]([CH3:14])(=[O:13])=[O:12])[CH:3]=1.